Dataset: Full USPTO retrosynthesis dataset with 1.9M reactions from patents (1976-2016). Task: Predict the reactants needed to synthesize the given product. (1) Given the product [F:28][C:23]1[CH:24]=[CH:25][CH:26]=[CH:27][C:22]=1[O:21][CH2:20][CH:17]1[CH2:16][CH2:15][N:14]([CH2:13][CH2:12][C:8]2[NH:7][C:6](=[O:5])[CH:11]=[N:10][CH:9]=2)[CH2:19][CH2:18]1, predict the reactants needed to synthesize it. The reactants are: C([O:5][C:6]1[CH:11]=[N:10][CH:9]=[C:8]([CH2:12][CH2:13][N:14]2[CH2:19][CH2:18][CH:17]([CH2:20][O:21][C:22]3[CH:27]=[CH:26][CH:25]=[CH:24][C:23]=3[F:28])[CH2:16][CH2:15]2)[N:7]=1)(C)(C)C.C(=O)([O-])[O-].[Na+].[Na+].ClCCl. (2) Given the product [CH3:25][O:24][C:23]1[CH:22]=[CH:21][C:17]([C:18]([NH2:20])=[O:19])=[CH:16][C:15]=1[NH:12][C:13]([NH:11][C:6]1[CH:7]=[CH:8][CH:9]=[C:10]2[C:5]=1[CH:4]=[N:3][N:2]2[CH3:1])=[S:14], predict the reactants needed to synthesize it. The reactants are: [CH3:1][N:2]1[C:10]2[C:5](=[C:6]([NH2:11])[CH:7]=[CH:8][CH:9]=2)[CH:4]=[N:3]1.[N:12]([C:15]1[CH:16]=[C:17]([CH:21]=[CH:22][C:23]=1[O:24][CH3:25])[C:18]([NH2:20])=[O:19])=[C:13]=[S:14].CS(C1C=CC(OC)=C(NC(NC2C=CC=C3C=2C=NN3C)=S)C=1)(=O)=O. (3) Given the product [O:8]=[C:9]1[N:13]([C:14]2[CH:15]=[N:16][C:17]([C:20]([F:23])([F:22])[F:21])=[CH:18][CH:19]=2)[CH2:12][C@H:11]([CH:24]([CH3:26])[CH3:25])[N:10]1[CH2:27][C:28]([OH:30])=[O:29], predict the reactants needed to synthesize it. The reactants are: FC(F)(F)C(O)=O.[O:8]=[C:9]1[N:13]([C:14]2[CH:15]=[N:16][C:17]([C:20]([F:23])([F:22])[F:21])=[CH:18][CH:19]=2)[CH2:12][C@H:11]([CH:24]([CH3:26])[CH3:25])[N:10]1[CH2:27][C:28]([O:30]C(C)(C)C)=[O:29]. (4) Given the product [CH3:1][C:2]1[O:6][C:5]([C:7]2[CH:8]=[CH:9][CH:10]=[CH:11][CH:12]=2)=[N:4][C:3]=1[CH2:13][O:14][C:15]1[N:20]=[CH:19][C:18]([CH2:21][O:22][C:23]2[CH:28]=[CH:27][CH:26]=[CH:25][C:24]=2[CH2:29][C:30]([OH:32])=[O:31])=[CH:17][CH:16]=1, predict the reactants needed to synthesize it. The reactants are: [CH3:1][C:2]1[O:6][C:5]([C:7]2[CH:12]=[CH:11][CH:10]=[CH:9][CH:8]=2)=[N:4][C:3]=1[CH2:13][O:14][C:15]1[N:20]=[CH:19][C:18]([CH2:21][O:22][C:23]2[CH:28]=[CH:27][CH:26]=[CH:25][C:24]=2[CH2:29][C:30]([O:32]C)=[O:31])=[CH:17][CH:16]=1.O1CCCC1.[OH-].[Na+].Cl. (5) Given the product [F:1][C:2]1[CH:7]=[C:6]([F:8])[C:5]([C:9]2[C:10]([CH3:21])=[N:11][C:12]3[C:17]([CH:18]=2)=[CH:16][N:15]=[C:14]([NH:19][CH3:20])[CH:13]=3)=[CH:4][C:3]=1[NH:22][C:23]([NH:33][CH2:32][CH2:31][C:30]([CH3:35])([CH3:34])[CH3:29])=[O:28], predict the reactants needed to synthesize it. The reactants are: [F:1][C:2]1[CH:7]=[C:6]([F:8])[C:5]([C:9]2[C:10]([CH3:21])=[N:11][C:12]3[C:17]([CH:18]=2)=[CH:16][N:15]=[C:14]([NH:19][CH3:20])[CH:13]=3)=[CH:4][C:3]=1[NH:22][C:23](=[O:28])OC(C)=C.[CH3:29][C:30]([CH3:35])([CH3:34])[CH2:31][CH2:32][NH2:33].CN1CCCC1.